From a dataset of Reaction yield outcomes from USPTO patents with 853,638 reactions. Predict the reaction yield, written as a fraction of the theoretical maximum amount of product (1.0 means a 100% yield; for example, 0.34 means a 34% yield). (1) The reactants are [CH3:1][N:2]1[CH:11]=[C:10](B2OC(C)(C)C(C)(C)O2)[C:9]2[C:4](=[CH:5][CH:6]=[CH:7][CH:8]=2)[C:3]1=[O:21].Br[C:23]1[CH:28]=[C:27]([S:29]([CH3:32])(=[O:31])=[O:30])[CH:26]=[CH:25][C:24]=1[NH:33][CH:34]1[CH2:38][CH2:37][O:36][CH2:35]1.[O-]P([O-])([O-])=O.[K+].[K+].[K+]. The catalyst is O1CCOCC1.O.C1C=CC(P(C2C=CC=CC=2)[C-]2C=CC=C2)=CC=1.C1C=CC(P(C2C=CC=CC=2)[C-]2C=CC=C2)=CC=1.Cl[Pd]Cl.[Fe+2]. The product is [CH3:1][N:2]1[CH:11]=[C:10]([C:23]2[CH:28]=[C:27]([S:29]([CH3:32])(=[O:31])=[O:30])[CH:26]=[CH:25][C:24]=2[NH:33][CH:34]2[CH2:38][CH2:37][O:36][CH2:35]2)[C:9]2[C:4](=[CH:5][CH:6]=[CH:7][CH:8]=2)[C:3]1=[O:21]. The yield is 0.401. (2) The reactants are [Cl:1][C:2]1[C:7]([CH:8]=[O:9])=[CH:6][N:5]=[C:4]2[N:10]([S:13]([C:16]3[CH:22]=[CH:21][C:19]([CH3:20])=[CH:18][CH:17]=3)(=[O:15])=[O:14])[CH:11]=[CH:12][C:3]=12.[O-:23]Cl=O.[Na+].Cl. The catalyst is O.CC(C)=O. The product is [Cl:1][C:2]1[C:7]([C:8]([OH:23])=[O:9])=[CH:6][N:5]=[C:4]2[N:10]([S:13]([C:16]3[CH:22]=[CH:21][C:19]([CH3:20])=[CH:18][CH:17]=3)(=[O:15])=[O:14])[CH:11]=[CH:12][C:3]=12. The yield is 0.840. (3) The reactants are [Br:1][C:2]1[S:6][C:5]2=[C:7]([C:10](OC)=[O:11])[N:8]=[CH:9][N:4]2[CH:3]=1.C1(C)C=CC=CC=1.[H-].C([Al+]CC(C)C)C(C)C.C(C(C(C([O-])=O)O)O)([O-])=O.[Na+].[K+]. The catalyst is ClCCl. The product is [Br:1][C:2]1[S:6][C:5]2=[C:7]([CH2:10][OH:11])[N:8]=[CH:9][N:4]2[CH:3]=1. The yield is 0.950. (4) The reactants are [Cl:1][CH2:2][C:3]([C:5]1[CH:10]=[CH:9][CH:8]=[CH:7][CH:6]=1)=[O:4].[CH2:11]([C:13]1[CH:14]=[C:15]([NH:19][CH:20]([C:32]2[CH:33]=[N:34][C:35]([O:38][CH3:39])=[CH:36][CH:37]=2)[C:21]([O:23][C@@H:24]2[CH:29]3[CH2:30][CH2:31][N:26]([CH2:27][CH2:28]3)[CH2:25]2)=[O:22])[CH:16]=[CH:17][CH:18]=1)[CH3:12]. The catalyst is CCOC(C)=O. The product is [Cl-:1].[CH2:11]([C:13]1[CH:14]=[C:15]([NH:19][CH:20]([C:32]2[CH:33]=[N:34][C:35]([O:38][CH3:39])=[CH:36][CH:37]=2)[C:21]([O:23][C@@H:24]2[CH:29]3[CH2:28][CH2:27][N+:26]([CH2:2][C:3](=[O:4])[C:5]4[CH:10]=[CH:9][CH:8]=[CH:7][CH:6]=4)([CH2:31][CH2:30]3)[CH2:25]2)=[O:22])[CH:16]=[CH:17][CH:18]=1)[CH3:12]. The yield is 0.136. (5) The reactants are [Br:1][C:2]1[C:3]2[C:15]([CH3:16])=[CH:14][CH:13]=[CH:12][C:4]=2[S:5][C:6]=1[CH:7]([OH:11])[C:8]([OH:10])=[O:9].S(=O)(=O)(O)O.[CH3:22]O. No catalyst specified. The product is [Br:1][C:2]1[C:3]2[C:15]([CH3:16])=[CH:14][CH:13]=[CH:12][C:4]=2[S:5][C:6]=1[CH:7]([OH:11])[C:8]([O:10][CH3:22])=[O:9]. The yield is 0.880. (6) The catalyst is O1CCCC1. The product is [O:16]([C:23]1[CH:24]=[CH:25][C:26]([CH2:12][C:11]2[CH:2]=[C:1]([C:3]3[C:4]([NH2:10])=[N:5][C:6]([NH2:9])=[CH:7][CH:8]=3)[O:14][N:13]=2)=[CH:27][CH:28]=1)[C:17]1[CH:22]=[CH:21][CH:20]=[CH:19][CH:18]=1. The reactants are [C:1]([C:3]1[C:4]([NH2:10])=[N:5][C:6]([NH2:9])=[CH:7][CH:8]=1)#[CH:2].[C:11](Cl)(=[N:13][OH:14])[CH3:12].[O:16]([C:23]1[CH:28]=[CH:27][CH:26]=[CH:25][CH:24]=1)[C:17]1[CH:22]=[CH:21][CH:20]=[CH:19][CH:18]=1.C(N(CC)CC)C. The yield is 0.680. (7) The reactants are [NH:1]1[CH2:6][CH2:5][NH:4][CH2:3][CH2:2]1.Cl[C:8]1[C:13]([Cl:14])=[CH:12][C:11]([N+:15]([O-:17])=[O:16])=[CH:10][N:9]=1.O. The catalyst is CN(C=O)C. The product is [Cl:14][C:13]1[C:8]([N:1]2[CH2:6][CH2:5][NH:4][CH2:3][CH2:2]2)=[N:9][CH:10]=[C:11]([N+:15]([O-:17])=[O:16])[CH:12]=1. The yield is 0.850. (8) The reactants are C[O:2][C:3](=O)[C:4]([N:6]([CH:16]1[CH2:18][CH2:17]1)[C:7]1[CH:12]=[CH:11][CH:10]=[CH:9][C:8]=1[N+:13]([O-])=[O:14])=[O:5]. The catalyst is CO.[Pd].C(OCC)(=O)C. The product is [CH:16]1([N:6]2[C:7]3[C:8](=[CH:9][CH:10]=[CH:11][CH:12]=3)[N:13]([OH:14])[C:3](=[O:2])[C:4]2=[O:5])[CH2:18][CH2:17]1. The yield is 0.840. (9) The reactants are Br[CH2:2][CH2:3][N:4]1[CH2:9][C:8]2[CH:10]=[C:11]([F:14])[CH:12]=[CH:13][C:7]=2[N:6]([C:15]2[CH:20]=[CH:19][CH:18]=[CH:17][C:16]=2[F:21])[S:5]1(=[O:23])=[O:22].[CH3:24][NH2:25].Cl. No catalyst specified. The product is [F:14][C:11]1[CH:12]=[CH:13][C:7]2[N:6]([C:15]3[CH:20]=[CH:19][CH:18]=[CH:17][C:16]=3[F:21])[S:5](=[O:23])(=[O:22])[N:4]([CH2:3][CH2:2][NH:25][CH3:24])[CH2:9][C:8]=2[CH:10]=1. The yield is 0.920.